Dataset: Catalyst prediction with 721,799 reactions and 888 catalyst types from USPTO. Task: Predict which catalyst facilitates the given reaction. (1) Reactant: [C:1]1([S:7]([N:10]2[C:14]3=[N:15][CH:16]=[C:17]([O:19][CH3:20])[CH:18]=[C:13]3[CH:12]=[CH:11]2)(=[O:9])=[O:8])[CH:6]=[CH:5][CH:4]=[CH:3][CH:2]=1.C([N-][CH:25]([CH3:27])[CH3:26])(C)C.[Li+].[CH2:29]([Li])[CH2:30][CH2:31]C.CCCCCC.C(NC(C)C)(C)C.[CH:47]1([CH:53]=[O:54])CCCCC1. Product: [C:1]1([S:7]([N:10]2[C:14]3=[N:15][CH:16]=[C:17]([O:19][CH3:20])[CH:18]=[C:13]3[CH:12]=[C:11]2[CH:53]([OH:54])[CH2:47][CH:26]2[CH2:25][CH2:27][CH2:29][CH2:30][CH2:31]2)(=[O:8])=[O:9])[CH:6]=[CH:5][CH:4]=[CH:3][CH:2]=1. The catalyst class is: 7. (2) Reactant: [Br:1][C:2]1[CH:10]=[CH:9][C:5]([CH:6]=[N:7][OH:8])=[CH:4][CH:3]=1.[Cl:11]N1C(=O)CCC1=O.O. Product: [Br:1][C:2]1[CH:10]=[CH:9][C:5]([C:6]([Cl:11])=[N:7][OH:8])=[CH:4][CH:3]=1. The catalyst class is: 9.